From a dataset of Forward reaction prediction with 1.9M reactions from USPTO patents (1976-2016). Predict the product of the given reaction. (1) The product is: [CH3:19][Si:2]([CH3:1])([CH2:9][CH2:10][CH2:11][O:12][CH:13]1[CH2:18][CH2:17][CH2:16][CH2:15][O:14]1)[CH2:3][CH2:4][C:5]([F:6])([F:7])[F:8]. Given the reactants [CH3:1][Si:2]([CH3:19])([C:9]#[C:10][CH2:11][O:12][CH:13]1[CH2:18][CH2:17][CH2:16][CH2:15][O:14]1)[CH2:3][CH2:4][C:5]([F:8])([F:7])[F:6].C(=O)([O-])[O-].[H][H], predict the reaction product. (2) Given the reactants [N:1]1[CH:6]=[CH:5][CH:4]=[C:3](B(O)O)[CH:2]=1.[F:10][C:11]1[C:16]([F:17])=[CH:15][CH:14]=[CH:13][C:12]=1[C:18]1[N:51]=[C:21]2[CH:22]=[N:23][N:24]([CH2:26][C:27]3[N:32]=[N:31][C:30]([C:33]4[CH:38]=[CH:37][C:36](OS(C(F)(F)F)(=O)=O)=[CH:35][C:34]=4[C:47]([F:50])([F:49])[F:48])=[CH:29][CH:28]=3)[CH:25]=[C:20]2[N:19]=1, predict the reaction product. The product is: [F:10][C:11]1[C:16]([F:17])=[CH:15][CH:14]=[CH:13][C:12]=1[C:18]1[N:51]=[C:21]2[CH:22]=[N:23][N:24]([CH2:26][C:27]3[N:32]=[N:31][C:30]([C:33]4[CH:38]=[CH:37][C:36]([C:3]5[CH:2]=[N:1][CH:6]=[CH:5][CH:4]=5)=[CH:35][C:34]=4[C:47]([F:49])([F:50])[F:48])=[CH:29][CH:28]=3)[CH:25]=[C:20]2[N:19]=1.